From a dataset of HIV replication inhibition screening data with 41,000+ compounds from the AIDS Antiviral Screen. Binary Classification. Given a drug SMILES string, predict its activity (active/inactive) in a high-throughput screening assay against a specified biological target. (1) The molecule is CC(C)(CCc1nc2ccccc2[nH]1)C(=O)O. The result is 0 (inactive). (2) The drug is COc1cc(Oc2nc3ccc(C(F)(F)F)cc3nc2-c2ccccc2)cc(OC)c1OC. The result is 0 (inactive). (3) The result is 0 (inactive). The drug is CCOC(=O)CCC(NC(=O)OCc1ccccc1)C(=O)NC(CCC(=O)OCC)C(=O)NC(Cc1ccc([N+](=O)[O-])cc1)C(=O)NC(CCC(=O)OCC)C(=O)NC(CCC(=O)OCC)C(=O)OCC.